From a dataset of Peptide-MHC class I binding affinity with 185,985 pairs from IEDB/IMGT. Regression. Given a peptide amino acid sequence and an MHC pseudo amino acid sequence, predict their binding affinity value. This is MHC class I binding data. The peptide sequence is IPRRIRQGL. The MHC is HLA-A33:01 with pseudo-sequence HLA-A33:01. The binding affinity (normalized) is 0.